From a dataset of Full USPTO retrosynthesis dataset with 1.9M reactions from patents (1976-2016). Predict the reactants needed to synthesize the given product. (1) Given the product [N:1]1[CH:2]=[C:3]([C@@H:16]2[CH2:15][CH2:19][CH2:18][N:17]2[CH3:12])[CH:4]=[CH:5][CH:6]=1, predict the reactants needed to synthesize it. The reactants are: [NH2:1][CH2:2][CH2:3][C:4]1C=CC(O)=[C:6](O)[CH:5]=1.[CH2:12]1[N:17]([CH2:18][CH2:19]O)[CH2:16][CH2:15]N(CCS(O)(=O)=O)C1. (2) Given the product [ClH:41].[C:35]1([C:34]#[C:33][CH2:32][N:10]([CH2:9][C:8]#[C:7][C:1]2[CH:6]=[CH:5][CH:4]=[CH:3][CH:2]=2)[CH:11]2[CH2:16][CH2:15][N:14]([CH2:17][CH2:18][N:19]3[C:28]4[C:23](=[CH:24][CH:25]=[C:26]([O:29][CH3:30])[CH:27]=4)[N:22]=[CH:21][C:20]3=[O:31])[CH2:13][CH2:12]2)[CH:40]=[CH:39][CH:38]=[CH:37][CH:36]=1, predict the reactants needed to synthesize it. The reactants are: [C:1]1([C:7]#[C:8][CH2:9][N:10]([CH2:32][C:33]#[C:34][C:35]2[CH:40]=[CH:39][CH:38]=[CH:37][CH:36]=2)[CH:11]2[CH2:16][CH2:15][N:14]([CH2:17][CH2:18][N:19]3[C:28]4[C:23](=[CH:24][CH:25]=[C:26]([O:29][CH3:30])[CH:27]=4)[N:22]=[CH:21][C:20]3=[O:31])[CH2:13][CH2:12]2)[CH:6]=[CH:5][CH:4]=[CH:3][CH:2]=1.[ClH:41].C(OCC)(=O)C.